Dataset: Peptide-MHC class II binding affinity with 134,281 pairs from IEDB. Task: Regression. Given a peptide amino acid sequence and an MHC pseudo amino acid sequence, predict their binding affinity value. This is MHC class II binding data. (1) The binding affinity (normalized) is 0.0262. The peptide sequence is DKLTGPFTVRYTTEG. The MHC is DRB1_0802 with pseudo-sequence DRB1_0802. (2) The peptide sequence is FEIKCTKPEACSGEPVVVHI. The MHC is HLA-DQA10101-DQB10501 with pseudo-sequence HLA-DQA10101-DQB10501. The binding affinity (normalized) is 0.0390. (3) The peptide sequence is VKAWWTDLLAKPSVQ. The MHC is DRB1_0405 with pseudo-sequence DRB1_0405. The binding affinity (normalized) is 0.183. (4) The peptide sequence is WENVPFCSHHFHELQ. The MHC is DRB3_0202 with pseudo-sequence DRB3_0202. The binding affinity (normalized) is 0.447. (5) The peptide sequence is GTVANGVLQTFMRMA. The MHC is DRB1_0301 with pseudo-sequence DRB1_0301. The binding affinity (normalized) is 0.368. (6) The peptide sequence is INEPTAAAIAYGLDI. The MHC is HLA-DQA10401-DQB10402 with pseudo-sequence HLA-DQA10401-DQB10402. The binding affinity (normalized) is 0.562. (7) The peptide sequence is PQAQGSVKPQELP. The MHC is HLA-DQA10201-DQB10201 with pseudo-sequence HLA-DQA10201-DQB10202. The binding affinity (normalized) is 0.111. (8) The peptide sequence is TKKGNVWEVKSSKPLVGPFN. The MHC is DRB1_1101 with pseudo-sequence DRB1_1101. The binding affinity (normalized) is 0.374. (9) The peptide sequence is YDKFLATVSTVLTGK. The MHC is DRB1_0101 with pseudo-sequence DRB1_0101. The binding affinity (normalized) is 0.868.